Dataset: Full USPTO retrosynthesis dataset with 1.9M reactions from patents (1976-2016). Task: Predict the reactants needed to synthesize the given product. Given the product [CH3:1][O:2][C:3]1[CH:4]=[C:5]2[C:9](=[CH:10][CH:11]=1)[C:8](=[O:12])[CH:7]([CH2:13][C:14]1[CH:19]=[CH:18][CH:17]=[CH:16][CH:15]=1)[CH2:6]2, predict the reactants needed to synthesize it. The reactants are: [CH3:1][O:2][C:3]1[CH:4]=[C:5]2[C:9](=[CH:10][CH:11]=1)[C:8](=[O:12])[C:7](=[CH:13][C:14]1[CH:19]=[CH:18][CH:17]=[CH:16][CH:15]=1)[CH2:6]2.